From a dataset of Catalyst prediction with 721,799 reactions and 888 catalyst types from USPTO. Predict which catalyst facilitates the given reaction. The catalyst class is: 175. Product: [C:6]([O:14][C:15]1[CH:16]=[CH:17][C:18]([C:21](=[O:24])[CH:22]([Br:25])[CH3:23])=[CH:19][CH:20]=1)(=[O:13])[C:7]1[CH:8]=[CH:9][CH:10]=[CH:11][CH:12]=1. Reactant: O1CCCC1.[C:6]([O:14][C:15]1[CH:20]=[CH:19][C:18]([C:21](=[O:24])[CH2:22][CH3:23])=[CH:17][CH:16]=1)(=[O:13])[C:7]1[CH:12]=[CH:11][CH:10]=[CH:9][CH:8]=1.[Br:25]Br.C(=O)([O-])O.[Na+].